From a dataset of Reaction yield outcomes from USPTO patents with 853,638 reactions. Predict the reaction yield, written as a fraction of the theoretical maximum amount of product (1.0 means a 100% yield; for example, 0.34 means a 34% yield). The reactants are BrC1C=C(C=C(C(C2C=CC=C(OC(F)F)C=2)(C)C)C=1)N.[Cl:22][C:23]1[CH:24]=[C:25]([C:32]([C:35]2[N:36]([CH2:40][CH3:41])[CH:37]=[CH:38][CH:39]=2)([CH3:34])[CH3:33])[CH:26]=[C:27]([N+:29]([O-])=O)[CH:28]=1. No catalyst specified. The product is [Cl:22][C:23]1[CH:28]=[C:27]([CH:26]=[C:25]([C:32]([C:35]2[N:36]([CH2:40][CH3:41])[CH:37]=[CH:38][CH:39]=2)([CH3:34])[CH3:33])[CH:24]=1)[NH2:29]. The yield is 0.730.